Dataset: Reaction yield outcomes from USPTO patents with 853,638 reactions. Task: Predict the reaction yield, written as a fraction of the theoretical maximum amount of product (1.0 means a 100% yield; for example, 0.34 means a 34% yield). The reactants are [C:1]1([CH3:7])[CH:6]=[CH:5][CH:4]=[CH:3][CH:2]=1.C(O[O:13][C:14]([CH3:17])(C)C)(C)(C)C.[C]=O.[CH2:20]([OH:22])C. No catalyst specified. The product is [C:1]1([CH2:7][C:20]([O:13][CH2:14][CH3:17])=[O:22])[CH:6]=[CH:5][CH:4]=[CH:3][CH:2]=1. The yield is 0.730.